Dataset: Full USPTO retrosynthesis dataset with 1.9M reactions from patents (1976-2016). Task: Predict the reactants needed to synthesize the given product. (1) Given the product [Cl:1][C:2]1[CH:3]=[CH:4][C:5]([F:25])=[C:6]([C:8]2[CH:13]=[CH:12][C:11]([CH2:14][OH:15])=[CH:10][C:9]=2[C:18]2[C:22]([CH3:23])([CH3:24])[CH2:21][CH2:20][CH:19]=2)[CH:7]=1, predict the reactants needed to synthesize it. The reactants are: [Cl:1][C:2]1[CH:3]=[CH:4][C:5]([F:25])=[C:6]([C:8]2[CH:13]=[CH:12][C:11]([C:14](OC)=[O:15])=[CH:10][C:9]=2[C:18]2[C:22]([CH3:24])([CH3:23])[CH2:21][CH2:20][CH:19]=2)[CH:7]=1.[H-].[H-].[H-].[H-].[Li+].[Al+3].[OH-].[Na+]. (2) The reactants are: N(C(OC(C)C)=O)=NC(OC(C)C)=O.[I:15][C:16]1[CH:17]=[N:18][N:19]([CH3:23])[C:20]=1[CH2:21][OH:22].O[C:25]1[CH:30]=[CH:29][C:28]([C:31]([F:34])([F:33])[F:32])=[CH:27][CH:26]=1.C1(P(C2C=CC=CC=2)C2C=CC=CC=2)C=CC=CC=1.[OH-].[Na+]. Given the product [I:15][C:16]1[CH:17]=[N:18][N:19]([CH3:23])[C:20]=1[CH2:21][O:22][C:25]1[CH:30]=[CH:29][C:28]([C:31]([F:34])([F:33])[F:32])=[CH:27][CH:26]=1, predict the reactants needed to synthesize it.